From a dataset of Reaction yield outcomes from USPTO patents with 853,638 reactions. Predict the reaction yield, written as a fraction of the theoretical maximum amount of product (1.0 means a 100% yield; for example, 0.34 means a 34% yield). (1) The reactants are C(C1NC2C(=NC=NC=2N2CCN(C(=O)[CH2:19][C:20]3[CH:25]=[CH:24][CH:23]=[CH:22][CH:21]=3)CC2)N=1)C.[CH2:27]([C:29]1[S:37][C:36]2[N:35]=[C:34]([CH:38]([CH3:40])[CH3:39])[N:33]=[C:32]([N:41]3[CH2:46][CH2:45][N:44]([C:47](OC(C)(C)C)=[O:48])[CH2:43][CH2:42]3)[C:31]=2[CH:30]=1)[CH3:28]. No catalyst specified. The product is [CH2:27]([C:29]1[S:37][C:36]2[N:35]=[C:34]([CH:38]([CH3:39])[CH3:40])[N:33]=[C:32]([N:41]3[CH2:42][CH2:43][N:44]([C:47](=[O:48])[CH2:19][C:20]4[CH:25]=[CH:24][CH:23]=[CH:22][CH:21]=4)[CH2:45][CH2:46]3)[C:31]=2[CH:30]=1)[CH3:28]. The yield is 0.210. (2) The reactants are [CH3:1][CH:2]([OH:4])[CH3:3].[H-].[Na+].F[C:8]1[CH:9]=[C:10]([CH:13]=[C:14]([C:16]([F:19])([F:18])[F:17])[CH:15]=1)[C:11]#[N:12]. The catalyst is CN(C=O)C. The product is [CH:2]([O:4][C:8]1[CH:9]=[C:10]([CH:13]=[C:14]([C:16]([F:17])([F:19])[F:18])[CH:15]=1)[C:11]#[N:12])([CH3:3])[CH3:1]. The yield is 1.10. (3) The reactants are [C:1]([C:5]1[C:6]([OH:38])=[C:7]([NH:15][C:16]2[CH:21]=[CH:20][CH:19]=[CH:18][C:17]=2[NH:22][C:23]2[CH:28]=[C:27]([C:29]([CH3:32])([CH3:31])[CH3:30])[CH:26]=[C:25]([C:33]([CH3:36])([CH3:35])[CH3:34])[C:24]=2[OH:37])[CH:8]=[C:9]([C:11]([CH3:14])([CH3:13])[CH3:12])[CH:10]=1)([CH3:4])([CH3:3])[CH3:2].[ClH:39].[CH3:40]O. No catalyst specified. The product is [Cl-:39].[OH:37][C:24]1[C:25]([C:33]([CH3:36])([CH3:35])[CH3:34])=[CH:26][C:27]([C:29]([CH3:32])([CH3:31])[CH3:30])=[CH:28][C:23]=1[N+:22]1[C:17]2[CH:18]=[CH:19][CH:20]=[CH:21][C:16]=2[N:15]([C:7]2[CH:8]=[C:9]([C:11]([CH3:14])([CH3:13])[CH3:12])[CH:10]=[C:5]([C:1]([CH3:2])([CH3:3])[CH3:4])[C:6]=2[OH:38])[CH:40]=1. The yield is 0.390.